From a dataset of NCI-60 drug combinations with 297,098 pairs across 59 cell lines. Regression. Given two drug SMILES strings and cell line genomic features, predict the synergy score measuring deviation from expected non-interaction effect. (1) Drug 1: CCCCCOC(=O)NC1=NC(=O)N(C=C1F)C2C(C(C(O2)C)O)O. Synergy scores: CSS=2.35, Synergy_ZIP=-0.790, Synergy_Bliss=0.380, Synergy_Loewe=0.851, Synergy_HSA=0.904. Cell line: OVCAR-8. Drug 2: C1=CN(C=N1)CC(O)(P(=O)(O)O)P(=O)(O)O. (2) Drug 1: C1=CC=C(C=C1)NC(=O)CCCCCCC(=O)NO. Drug 2: CN1C=C(C=N1)C2=C3N=C(C(=C(N3N=C2)N)Br)C4CCCNC4. Cell line: T-47D. Synergy scores: CSS=35.8, Synergy_ZIP=4.83, Synergy_Bliss=3.37, Synergy_Loewe=-23.4, Synergy_HSA=-1.46. (3) Drug 1: CC(CN1CC(=O)NC(=O)C1)N2CC(=O)NC(=O)C2. Drug 2: CC1=C2C(C(=O)C3(C(CC4C(C3C(C(C2(C)C)(CC1OC(=O)C(C(C5=CC=CC=C5)NC(=O)OC(C)(C)C)O)O)OC(=O)C6=CC=CC=C6)(CO4)OC(=O)C)O)C)O. Cell line: T-47D. Synergy scores: CSS=6.21, Synergy_ZIP=-8.26, Synergy_Bliss=-8.96, Synergy_Loewe=-10.6, Synergy_HSA=-8.72. (4) Drug 1: CC1C(C(CC(O1)OC2CC(CC3=C2C(=C4C(=C3O)C(=O)C5=C(C4=O)C(=CC=C5)OC)O)(C(=O)CO)O)N)O.Cl. Drug 2: C1=NNC2=C1C(=O)NC=N2. Cell line: HOP-62. Synergy scores: CSS=2.00, Synergy_ZIP=-0.634, Synergy_Bliss=-1.79, Synergy_Loewe=-5.12, Synergy_HSA=-4.89. (5) Drug 1: CS(=O)(=O)C1=CC(=C(C=C1)C(=O)NC2=CC(=C(C=C2)Cl)C3=CC=CC=N3)Cl. Drug 2: C1=CC=C(C=C1)NC(=O)CCCCCCC(=O)NO. Cell line: KM12. Synergy scores: CSS=28.2, Synergy_ZIP=-10.7, Synergy_Bliss=-2.09, Synergy_Loewe=-21.6, Synergy_HSA=0.669. (6) Drug 1: CCCCCOC(=O)NC1=NC(=O)N(C=C1F)C2C(C(C(O2)C)O)O. Drug 2: CC1CCCC2(C(O2)CC(NC(=O)CC(C(C(=O)C(C1O)C)(C)C)O)C(=CC3=CSC(=N3)C)C)C. Cell line: SK-MEL-2. Synergy scores: CSS=70.3, Synergy_ZIP=10.8, Synergy_Bliss=13.2, Synergy_Loewe=-26.1, Synergy_HSA=9.10.